This data is from Forward reaction prediction with 1.9M reactions from USPTO patents (1976-2016). The task is: Predict the product of the given reaction. (1) The product is: [C:13]1([CH2:12][CH2:11][CH2:10][S:8][C:4]2[CH:3]=[C:2]([NH2:1])[CH:7]=[CH:6][CH:5]=2)[CH:18]=[CH:17][CH:16]=[CH:15][CH:14]=1. Given the reactants [NH2:1][C:2]1[CH:3]=[C:4]([SH:8])[CH:5]=[CH:6][CH:7]=1.Br[CH2:10][CH2:11][CH2:12][C:13]1[CH:18]=[CH:17][CH:16]=[CH:15][CH:14]=1, predict the reaction product. (2) Given the reactants Cl[C:2]1[CH:7]=[C:6]([O:8][C:9]2[CH:10]=[CH:11][C:12]([NH:16][C:17]([N:19]3[CH2:23][CH2:22][N:21]([CH:24]4[CH2:29][CH2:28][O:27][CH2:26][CH2:25]4)[C:20]3=[O:30])=[O:18])=[N:13][C:14]=2[CH3:15])[CH:5]=[CH:4][N:3]=1.[C:31]([NH2:34])(=[O:33])[CH3:32].C([O-])([O-])=O.[Cs+].[Cs+].CC(C1C=C(C(C)C)C(C2C=CC=CC=2P(C2CCCCC2)C2CCCCC2)=C(C(C)C)C=1)C, predict the reaction product. The product is: [C:31]([NH:34][C:2]1[CH:7]=[C:6]([O:8][C:9]2[CH:10]=[CH:11][C:12]([NH:16][C:17]([N:19]3[CH2:23][CH2:22][N:21]([CH:24]4[CH2:25][CH2:26][O:27][CH2:28][CH2:29]4)[C:20]3=[O:30])=[O:18])=[N:13][C:14]=2[CH3:15])[CH:5]=[CH:4][N:3]=1)(=[O:33])[CH3:32]. (3) Given the reactants C(O[C:6]([N:8]1[CH2:13][CH2:12][N:11](C2C(=O)N(CC(C)C)N=C(C3C=CC(C)=C(F)C=3)C=2C)[CH2:10][CH2:9]1)=O)(C)(C)C.[F:34][C:35]1[CH:36]=[C:37]([CH:61]=[CH:62][C:63]=1[F:64])[CH2:38][N:39]1[C:44](=[O:45])[C:43]([CH2:46]OS(C)(=O)=O)=[CH:42][C:41]([C:52]2[CH:57]=[CH:56][C:55]([O:58][CH3:59])=[C:54]([F:60])[CH:53]=2)=[N:40]1.CN1CCNCC1, predict the reaction product. The product is: [F:34][C:35]1[CH:36]=[C:37]([CH:61]=[CH:62][C:63]=1[F:64])[CH2:38][N:39]1[C:44](=[O:45])[C:43]([CH2:46][N:11]2[CH2:12][CH2:13][N:8]([CH3:6])[CH2:9][CH2:10]2)=[CH:42][C:41]([C:52]2[CH:57]=[CH:56][C:55]([O:58][CH3:59])=[C:54]([F:60])[CH:53]=2)=[N:40]1. (4) Given the reactants [Cl:1][C:2]1[CH:3]=[C:4]2[C:9](=[CH:10][C:11]=1[OH:12])[O:8][CH2:7][CH2:6]C2(O[Si](C)(C)C)C#N.[C:20]([OH:23])(=[O:22])[CH3:21], predict the reaction product. The product is: [Cl:1][C:2]1[CH:3]=[C:4]2[C:9](=[CH:10][C:11]=1[OH:12])[O:8][CH2:7][CH2:6][CH:21]2[C:20]([OH:23])=[O:22]. (5) The product is: [N:10]1([CH2:8][C:5]2[CH:6]=[CH:7][C:2]([Br:1])=[N:3][CH:4]=2)[CH:14]=[CH:13][N:12]=[CH:11]1. Given the reactants [Br:1][C:2]1[CH:7]=[CH:6][C:5]([CH2:8]Br)=[CH:4][N:3]=1.[NH:10]1[CH:14]=[CH:13][N:12]=[CH:11]1.C([O-])([O-])=O.[K+].[K+].C1OCCOCCOCCOCCOCCOC1, predict the reaction product. (6) The product is: [CH:36]1[C:37]2[C:42](=[CH:41][CH:40]=[CH:39][CH:38]=2)[CH:43]=[CH:44][C:35]=1[O:34][CH2:33][C:13]1[N:14]([CH2:18][CH2:19][CH2:20][C:21](=[O:22])[NH:23][C:24]2[CH:32]=[CH:31][CH:30]=[C:26]([C:27]([NH:68][S:65]([C:64]([F:70])([F:69])[F:63])(=[O:67])=[O:66])=[O:28])[CH:25]=2)[C:15]2[C:11]([C:12]=1[C:45]([N:47]1[CH2:48][CH2:49][CH2:50][CH2:51]1)=[O:46])=[CH:10][C:9]([NH:8][C:6]([CH:1]1[CH2:2][CH2:3][CH2:4][CH2:5]1)=[O:7])=[CH:17][CH:16]=2. Given the reactants [CH:1]1([C:6]([NH:8][C:9]2[CH:10]=[C:11]3[C:15](=[CH:16][CH:17]=2)[N:14]([CH2:18][CH2:19][CH2:20][C:21]([NH:23][C:24]2[CH:25]=[C:26]([CH:30]=[CH:31][CH:32]=2)[C:27](O)=[O:28])=[O:22])[C:13]([CH2:33][O:34][C:35]2[CH:44]=[CH:43][C:42]4[C:37](=[CH:38][CH:39]=[CH:40][CH:41]=4)[CH:36]=2)=[C:12]3[C:45]([N:47]2[CH2:51][CH2:50][CH2:49][CH2:48]2)=[O:46])=[O:7])[CH2:5][CH2:4][CH2:3][CH2:2]1.CCN=C=NCCCN(C)C.[F:63][C:64]([F:70])([F:69])[S:65]([NH2:68])(=[O:67])=[O:66].C1COCC1, predict the reaction product. (7) Given the reactants [OH:1][C@@:2]1([C:29]([F:32])(F)[F:30])[C:14]2[CH:13]=[C:12]([CH3:15])[CH:11]=[C:10]([C:16]3[CH:17]=[N:18][N:19]([CH2:21][C:22]([O:24]C(C)(C)C)=[O:23])[CH:20]=3)[C:9]=2[C:8]2[C:3]1=[CH:4][CH:5]=[CH:6][CH:7]=2.[CH2:33]=[O:34].[F-:35].C([N+](CCCC)(CCCC)CCCC)CCC.Cl.CN(C)[CH:56]=[O:57], predict the reaction product. The product is: [OH:34][CH2:33][C:21]([CH2:56][OH:57])([N:19]1[CH:20]=[C:16]([C:10]2[C:9]3[C:8]4[C:3](=[CH:4][CH:5]=[CH:6][CH:7]=4)[C@:2]([OH:1])([C:29]([F:32])([F:30])[F:35])[C:14]=3[CH:13]=[C:12]([CH3:15])[CH:11]=2)[CH:17]=[N:18]1)[C:22]([OH:24])=[O:23]. (8) Given the reactants C(Cl)(=O)C(Cl)=O.[N:7]1[CH:8]=[C:9]([C:16]([OH:18])=O)[N:10]2[CH:15]=[CH:14][CH:13]=[CH:12][C:11]=12.[NH2:19][C:20]1[CH:21]=[C:22]([NH:27][C:28](=[O:34])[O:29][C:30]([CH3:33])([CH3:32])[CH3:31])[CH:23]=[CH:24][C:25]=1[CH3:26].[NH4+].[Cl-], predict the reaction product. The product is: [N:7]1[CH:8]=[C:9]([C:16]([NH:19][C:20]2[CH:21]=[C:22]([NH:27][C:28](=[O:34])[O:29][C:30]([CH3:32])([CH3:31])[CH3:33])[CH:23]=[CH:24][C:25]=2[CH3:26])=[O:18])[N:10]2[CH:15]=[CH:14][CH:13]=[CH:12][C:11]=12. (9) Given the reactants [NH:1](C(C)=O)[C@H](C(N[C@H](C(O)=O)CCCCN)=O)CC1C=CC=CC=1.N(C(C)=O)[C@H](C(N[C@H](C(O)=O)CCCCNC(=C1C(=O)CC(C)(C)CC1=O)CC(C)C)=O)CC1C=CC=CC=1.C(O)(C(F)(F)F)=O.N1CCCCC1.NN.[NH2:79][C@H:80]([C:88]([OH:90])=[O:89])[CH2:81][C:82]1[CH:87]=[CH:86][CH:85]=[CH:84][CH:83]=1.N[C@H](C(O)=O)CCCCN, predict the reaction product. The product is: [NH3:1].[NH2:79][C@H:80]([C:88]([OH:90])=[O:89])[CH2:81][C:82]1[CH:87]=[CH:86][CH:85]=[CH:84][CH:83]=1. (10) Given the reactants I[C:2]1[CH:3]=[CH:4][C:5]2[N:6]([CH:8]=[C:9]([NH:11][C:12](=[O:14])[CH3:13])[N:10]=2)[N:7]=1.[NH2:15][C:16]1[CH:17]=[C:18]([OH:23])[CH:19]=[CH:20][C:21]=1[F:22].C(=O)([O-])[O-].[K+].[K+].O, predict the reaction product. The product is: [NH2:15][C:16]1[CH:17]=[C:18]([CH:19]=[CH:20][C:21]=1[F:22])[O:23][C:2]1[CH:3]=[CH:4][C:5]2[N:6]([CH:8]=[C:9]([NH:11][C:12](=[O:14])[CH3:13])[N:10]=2)[N:7]=1.